This data is from hERG channel blocking data for cardiac toxicity assessment. The task is: Regression/Classification. Given a drug SMILES string, predict its toxicity properties. Task type varies by dataset: regression for continuous values (e.g., LD50, hERG inhibition percentage) or binary classification for toxic/non-toxic outcomes (e.g., AMES mutagenicity, cardiotoxicity, hepatotoxicity). Dataset: herg. The result is 1 (blocker). The molecule is CC[NH+](CC)CCNC(=O)c1cc(Cl)c(N)cc1OC.